Dataset: Reaction yield outcomes from USPTO patents with 853,638 reactions. Task: Predict the reaction yield, written as a fraction of the theoretical maximum amount of product (1.0 means a 100% yield; for example, 0.34 means a 34% yield). (1) The yield is 0.720. The reactants are [CH:1]12[CH2:10][CH:7]([CH2:8][CH2:9]1)[C:6]1[CH:5]=[C:4]([C:11]([O:13][CH2:14][CH3:15])=[O:12])[NH:3][C:2]2=1.[H-].[Na+].Br[CH2:19][C:20]#[N:21].O. The catalyst is CN(C=O)C. The product is [C:20]([CH2:19][N:3]1[C:4]([C:11]([O:13][CH2:14][CH3:15])=[O:12])=[CH:5][C:6]2[CH:7]3[CH2:10][CH:1]([CH2:9][CH2:8]3)[C:2]1=2)#[N:21]. (2) The reactants are [H-].[Na+].F[C:4]1[CH:9]=[CH:8][C:7]([N+:10]([O-:12])=[O:11])=[CH:6][CH:5]=1.[F:13][C:14]1[CH:19]=[CH:18][CH:17]=[C:16]([F:20])[C:15]=1[OH:21]. The catalyst is CN(C)C=O.O. The product is [F:13][C:14]1[CH:19]=[CH:18][CH:17]=[C:16]([F:20])[C:15]=1[O:21][C:4]1[CH:9]=[CH:8][C:7]([N+:10]([O-:12])=[O:11])=[CH:6][CH:5]=1. The yield is 0.800. (3) The reactants are C(N(CC)[C:4](=[O:11])[C:5]1[CH:10]=[CH:9][CH:8]=[N:7][CH:6]=1)C.P(Cl)(Cl)(Cl)=O.[CH2:19]([O:21][C:22]([C:24]1[S:28][C:27]2=[CH:29][N:30]=[CH:31][N:26]2[CH:25]=1)=[O:23])[CH3:20].C(=O)([O-])O.[Na+]. The catalyst is [N+](C1C=CC=CC=1)([O-])=O. The product is [CH2:19]([O:21][C:22]([C:24]1[S:28][C:27]2=[C:29]([C:4]([C:5]3[CH:6]=[N:7][CH:8]=[CH:9][CH:10]=3)=[O:11])[N:30]=[CH:31][N:26]2[CH:25]=1)=[O:23])[CH3:20]. The yield is 0.300. (4) The reactants are Cl.[CH3:2][O:3][C:4]1[CH:5]=[C:6]([NH:13][C:14]2[C:15]3[S:22][CH:21]=[CH:20][C:16]=3[N:17]=[CH:18][N:19]=2)[CH:7]=[C:8]([N+:10]([O-])=O)[CH:9]=1.Cl.[H][H]. The catalyst is [Pd].C(O)C.O. The product is [NH2:10][C:8]1[CH:7]=[C:6]([NH:13][C:14]2[C:15]3[S:22][CH:21]=[CH:20][C:16]=3[N:17]=[CH:18][N:19]=2)[CH:5]=[C:4]([O:3][CH3:2])[CH:9]=1. The yield is 0.270.